The task is: Regression. Given a peptide amino acid sequence and an MHC pseudo amino acid sequence, predict their binding affinity value. This is MHC class II binding data.. This data is from Peptide-MHC class II binding affinity with 134,281 pairs from IEDB. (1) The peptide sequence is TFTVEKGSNEKHLAV. The MHC is DRB3_0101 with pseudo-sequence DRB3_0101. The binding affinity (normalized) is 0.116. (2) The peptide sequence is NNALQNLARTISEAG. The MHC is DRB3_0202 with pseudo-sequence DRB3_0202. The binding affinity (normalized) is 0.188. (3) The peptide sequence is AAATAGTTVCGAFAA. The MHC is HLA-DQA10102-DQB10602 with pseudo-sequence HLA-DQA10102-DQB10602. The binding affinity (normalized) is 0.649. (4) The peptide sequence is VTYALNTITNLKVQLKK. The MHC is DRB1_1301 with pseudo-sequence DRB1_1301. The binding affinity (normalized) is 0.797. (5) The peptide sequence is RRGVRSLSNKIKQKT. The MHC is DRB1_1301 with pseudo-sequence DRB1_1301. The binding affinity (normalized) is 0.744.